From a dataset of Catalyst prediction with 721,799 reactions and 888 catalyst types from USPTO. Predict which catalyst facilitates the given reaction. (1) Reactant: [NH:1](C(OCC1C2C(=CC=CC=2)C2C1=CC=CC=2)=O)[C@H:2]([C:11]([OH:13])=[O:12])[CH2:3][NH:4]C(OCC=C)=O.CCN(C(C)C)C(C)C.C1C=CC([C:46](Cl)([C:53]2[C:58](Cl)=[CH:57][CH:56]=[CH:55][CH:54]=2)[C:47]2[CH:52]=CC=C[CH:48]=2)=CC=1.[CH3:61][OH:62]. Product: [C:47]12([C:61]([NH:4][CH2:3][CH:2]([NH2:1])[C:11]([OH:13])=[O:12])=[O:62])[CH2:46][CH:53]3[CH2:54][CH:55]([CH2:56][CH:57]([CH2:58]3)[CH2:52]1)[CH2:48]2. The catalyst class is: 4. (2) Reactant: [CH2:1]([O:5][CH2:6][CH2:7][O:8][C:9]1[CH:14]=[CH:13][C:12]([C:15]2[CH:16]=[CH:17][C:18]3[N:24]([CH2:25][CH:26]([CH3:28])[CH3:27])[CH2:23][CH2:22][C:21]([C:29]([NH:31][C:32]4[CH:37]=[CH:36][C:35]([OH:38])=[CH:34][CH:33]=4)=[O:30])=[CH:20][C:19]=3[CH:39]=2)=[CH:11][CH:10]=1)[CH2:2][CH2:3][CH3:4].Cl.Cl[CH2:42][C:43]1[N:47]([CH2:48][CH:49]([CH3:51])[CH3:50])[CH:46]=[N:45][N:44]=1.C(=O)([O-])[O-].[K+].[K+].CN(C)C=O. Product: [CH2:1]([O:5][CH2:6][CH2:7][O:8][C:9]1[CH:10]=[CH:11][C:12]([C:15]2[CH:16]=[CH:17][C:18]3[N:24]([CH2:25][CH:26]([CH3:27])[CH3:28])[CH2:23][CH2:22][C:21]([C:29]([NH:31][C:32]4[CH:33]=[CH:34][C:35]([O:38][CH2:42][C:43]5[N:47]([CH2:48][CH:49]([CH3:51])[CH3:50])[CH:46]=[N:45][N:44]=5)=[CH:36][CH:37]=4)=[O:30])=[CH:20][C:19]=3[CH:39]=2)=[CH:13][CH:14]=1)[CH2:2][CH2:3][CH3:4]. The catalyst class is: 6. (3) Reactant: [CH2:1]([O:3][C:4]([C:6]1[CH:7]=[CH:8][C:9]([C:12]2[N:13]([CH2:25][C:26]3[CH:31]=[CH:30][C:29]([F:32])=[CH:28][CH:27]=3)[C:14]3[C:19]([CH:20]=2)=[CH:18][C:17]([S:21]([CH3:24])(=[O:23])=[O:22])=[CH:16][CH:15]=3)=[N:10][CH:11]=1)=[O:5])C.[OH-].[K+].CO.Cl. Product: [F:32][C:29]1[CH:28]=[CH:27][C:26]([CH2:25][N:13]2[C:14]3[C:19](=[CH:18][C:17]([S:21]([CH3:24])(=[O:22])=[O:23])=[CH:16][CH:15]=3)[CH:20]=[C:12]2[C:9]2[CH:8]=[CH:7][C:6]([C:4]([O:3][CH3:1])=[O:5])=[CH:11][N:10]=2)=[CH:31][CH:30]=1. The catalyst class is: 6. (4) Reactant: [Cl:1][C:2]1[C:6]([Cl:7])=[C:5]([CH3:8])[NH:4][C:3]=1[C:9]([NH:11][CH:12]1[CH2:17][CH2:16][N:15]([C:18]2[S:19][C:20]([C:23](O)=[O:24])=[CH:21][N:22]=2)[CH2:14][CH2:13]1)=[O:10].S(Cl)(Cl)=O.[CH3:30][S:31]([NH2:34])(=[O:33])=[O:32].C1CCN2C(=NCCC2)CC1.Cl. Product: [Cl:1][C:2]1[C:6]([Cl:7])=[C:5]([CH3:8])[NH:4][C:3]=1[C:9]([NH:11][CH:12]1[CH2:13][CH2:14][N:15]([C:18]2[S:19][C:20]([C:23]([NH:34][S:31]([CH3:30])(=[O:33])=[O:32])=[O:24])=[CH:21][N:22]=2)[CH2:16][CH2:17]1)=[O:10]. The catalyst class is: 857.